Dataset: Reaction yield outcomes from USPTO patents with 853,638 reactions. Task: Predict the reaction yield, written as a fraction of the theoretical maximum amount of product (1.0 means a 100% yield; for example, 0.34 means a 34% yield). The reactants are [Cl:1][C:2]1[CH:3]=[C:4]([NH:16][CH2:17][N:18](SC)[C:19]#[N:20])[CH:5]=[C:6]([Cl:15])[C:7]=1[C:8]([N:10]1[CH2:14][CH2:13][CH2:12][CH2:11]1)=[O:9].[NH2:23][NH2:24]. The catalyst is CCO. The product is [NH2:20][C:19]1[NH:24][N:23]=[C:17]([NH:16][C:4]2[CH:5]=[C:6]([Cl:15])[C:7]([C:8]([N:10]3[CH2:11][CH2:12][CH2:13][CH2:14]3)=[O:9])=[C:2]([Cl:1])[CH:3]=2)[N:18]=1. The yield is 0.550.